Dataset: Reaction yield outcomes from USPTO patents with 853,638 reactions. Task: Predict the reaction yield, written as a fraction of the theoretical maximum amount of product (1.0 means a 100% yield; for example, 0.34 means a 34% yield). (1) The reactants are [Br:1][C:2]1[CH:12]=[C:11]([C:13]([OH:15])=O)[C:5]2[O:6][CH2:7][CH2:8][CH2:9][CH2:10][C:4]=2[CH:3]=1.[NH2:16][C@@H:17]([CH2:28][OH:29])[CH2:18][C:19]1[C:27]2[C:22](=[CH:23][CH:24]=[CH:25][CH:26]=2)[NH:21][CH:20]=1.C(Cl)CCl.C1C=CC2N(O)N=NC=2C=1. The catalyst is CN(C=O)C.C(N(CC)CC)C. The product is [OH:29][CH2:28][C@H:17]([NH:16][C:13]([C:11]1[C:5]2[O:6][CH2:7][CH2:8][CH2:9][CH2:10][C:4]=2[CH:3]=[C:2]([Br:1])[CH:12]=1)=[O:15])[CH2:18][C:19]1[C:27]2[C:22](=[CH:23][CH:24]=[CH:25][CH:26]=2)[NH:21][CH:20]=1. The yield is 0.690. (2) The reactants are [C:1]([OH:13])(=[O:12])[CH2:2][C:3]1[C:4](=[CH:8][CH:9]=[CH:10][CH:11]=1)[C:5]([OH:7])=O.C(OC(=O)C)(=O)C. The catalyst is C1(C)C=CC=CC=1. The product is [C:1]1(=[O:12])[O:13][C:5](=[O:7])[C:4]2=[CH:8][CH:9]=[CH:10][CH:11]=[C:3]2[CH2:2]1. The yield is 1.00. (3) The reactants are C(C1[S:7][C:6]([C:8]2[CH:16]=[CH:15][C:11](C(O)=O)=[CH:10][CH:9]=2)=CC=1)#N.CCN=C=N[CH2:22][CH2:23][CH2:24][N:25](C)C.Cl.C1C=CC2N([OH:38])N=NC=2C=1.[CH3:39][CH2:40][N:41]([CH:45]([CH3:47])[CH3:46])[CH:42]([CH3:44])C.Cl.Cl.[CH3:56][C@@H:57]1[CH2:61][CH2:60][CH2:59][N:58]1[CH2:56][C@@H:57]1[CH2:61][CH2:60][CH2:59][NH:58]1. The catalyst is CN(C=O)C.ClCCl. The product is [CH3:56][C@@H:57]1[CH2:61][CH2:60][CH2:59][N:58]1[CH2:47][C@@H:45]1[CH2:46][CH2:44][CH2:42][N:41]1[C:40]([C:39]1[CH:16]=[CH:15][CH:11]=[CH:10][C:9]=1[C:8]1[CH:22]=[C:23]([C:24]#[N:25])[S:7][CH:6]=1)=[O:38]. The yield is 0.130.